Dataset: Reaction yield outcomes from USPTO patents with 853,638 reactions. Task: Predict the reaction yield, written as a fraction of the theoretical maximum amount of product (1.0 means a 100% yield; for example, 0.34 means a 34% yield). (1) The reactants are [NH2:1][C:2]1[N:6]=[CH:5][N:4]([C:7]2[CH:14]=[CH:13][C:12](/[CH:15]=[CH:16]/[CH:17]([C:22]3[CH:27]=[C:26]([Cl:28])[C:25]([Cl:29])=[C:24]([Cl:30])[CH:23]=3)[C:18]([F:21])([F:20])[F:19])=[CH:11][C:8]=2[C:9]#[N:10])[N:3]=1.[CH:31]1([C:34](Cl)=[O:35])[CH2:33][CH2:32]1. The catalyst is C(Cl)Cl. The product is [C:9]([C:8]1[CH:11]=[C:12](/[CH:15]=[CH:16]/[CH:17]([C:22]2[CH:23]=[C:24]([Cl:30])[C:25]([Cl:29])=[C:26]([Cl:28])[CH:27]=2)[C:18]([F:19])([F:20])[F:21])[CH:13]=[CH:14][C:7]=1[N:4]1[CH:5]=[N:6][C:2]([N:1]([C:34]([CH:31]2[CH2:33][CH2:32]2)=[O:35])[C:34]([CH:31]2[CH2:33][CH2:32]2)=[O:35])=[N:3]1)#[N:10]. The yield is 0.790. (2) The reactants are [S:1]1[CH:5]=[CH:4][C:3]([C:6](=[O:9])[CH:7]=[CH2:8])=[CH:2]1.[Cl:10]CCl. The catalyst is C(OCC)C.Cl. The product is [Cl:10][CH2:8][CH2:7][C:6]([C:3]1[CH:4]=[CH:5][S:1][CH:2]=1)=[O:9]. The yield is 0.910. (3) The product is [Br:1][C:2]1[CH:7]=[CH:6][C:5]([C:8]2([NH:11][C:13](=[O:14])[O:15][C:16]([CH3:19])([CH3:18])[CH3:17])[CH2:9][CH2:10]2)=[C:4]([F:12])[CH:3]=1. The catalyst is ClCCl.CN(C)C1C=CN=CC=1.O. The reactants are [Br:1][C:2]1[CH:7]=[CH:6][C:5]([C:8]2([NH2:11])[CH2:10][CH2:9]2)=[C:4]([F:12])[CH:3]=1.[C:13](O[C:13]([O:15][C:16]([CH3:19])([CH3:18])[CH3:17])=[O:14])([O:15][C:16]([CH3:19])([CH3:18])[CH3:17])=[O:14]. The yield is 0.400. (4) The reactants are [CH2:1]([O:3][C:4](=[O:26])[CH2:5][C@@H:6]([N:10](CC1C=CC=CC=1)[C@H](C1C=CC=CC=1)C)[CH2:7][CH2:8][CH3:9])[CH3:2]. The catalyst is CCO.[OH-].[OH-].[Pd+2]. The product is [CH2:1]([O:3][C:4](=[O:26])[CH2:5][C@@H:6]([NH2:10])[CH2:7][CH2:8][CH3:9])[CH3:2]. The yield is 0.870. (5) The reactants are [CH3:1][O:2][C:3]1[C:8]2[C:9]([CH3:15])=[C:10]([C:12]([OH:14])=O)[O:11][C:7]=2[CH:6]=[CH:5][CH:4]=1.C(Cl)(=O)C(Cl)=O.CN(C=O)C.[CH3:27][O:28][C:29](=[O:51])[C@@H:30]([NH:34][S:35]([C:38]1[CH:43]=[CH:42][C:41]([C:44]2[CH:49]=[CH:48][C:47]([NH2:50])=[CH:46][CH:45]=2)=[CH:40][CH:39]=1)(=[O:37])=[O:36])[CH:31]([CH3:33])[CH3:32]. The yield is 0.330. The product is [CH3:27][O:28][C:29](=[O:51])[C@@H:30]([NH:34][S:35]([C:38]1[CH:43]=[CH:42][C:41]([C:44]2[CH:45]=[CH:46][C:47]([NH:50][C:12]([C:10]3[O:11][C:7]4[CH:6]=[CH:5][CH:4]=[C:3]([O:2][CH3:1])[C:8]=4[C:9]=3[CH3:15])=[O:14])=[CH:48][CH:49]=2)=[CH:40][CH:39]=1)(=[O:37])=[O:36])[CH:31]([CH3:33])[CH3:32]. The catalyst is N1C=CC=CC=1.